This data is from Forward reaction prediction with 1.9M reactions from USPTO patents (1976-2016). The task is: Predict the product of the given reaction. (1) Given the reactants Br[C:2]1[CH:3]=[C:4]2[C:9](=[CH:10][CH:11]=1)[N:8]=[CH:7][C:6]([C:12](=[O:14])[CH3:13])=[C:5]2[NH:15][C@H:16]1[CH2:21][CH2:20][C@H:19]([CH2:22][CH2:23][N:24]([CH3:26])[CH3:25])[CH2:18][CH2:17]1.[Cl:27][C:28]1[CH:33]=[C:32](B2OC(C)(C)C(C)(C)O2)[CH:31]=[C:30]([F:43])[C:29]=1[OH:44], predict the reaction product. The product is: [Cl:27][C:28]1[CH:33]=[C:32]([C:2]2[CH:3]=[C:4]3[C:9](=[CH:10][CH:11]=2)[N:8]=[CH:7][C:6]([C:12](=[O:14])[CH3:13])=[C:5]3[NH:15][C@H:16]2[CH2:21][CH2:20][C@H:19]([CH2:22][CH2:23][N:24]([CH3:26])[CH3:25])[CH2:18][CH2:17]2)[CH:31]=[C:30]([F:43])[C:29]=1[OH:44]. (2) Given the reactants [Cl:1][C:2]1[CH:7]=[CH:6][C:5]([CH2:8][C:9](Cl)=[O:10])=[CH:4][CH:3]=1.[OH:12][C:13]1[CH:14]=[C:15]([CH:20]=[CH:21][C:22]=1[CH3:23])[C:16]([NH:18][NH2:19])=[O:17].C(N(CC)CC)C, predict the reaction product. The product is: [Cl:1][C:2]1[CH:7]=[CH:6][C:5]([CH2:8][C:9]([NH:19][NH:18][C:16](=[O:17])[C:15]2[CH:20]=[CH:21][C:22]([CH3:23])=[C:13]([OH:12])[CH:14]=2)=[O:10])=[CH:4][CH:3]=1. (3) Given the reactants [Cl:1][C:2]1[C:10]2[C:5](=[CH:6][C:7]([S:11]([N:14]3[CH2:19][C:18](=[O:20])[N:17]([CH2:21][CH:22]4[CH2:27][CH2:26][N:25]([C:28]5[CH:33]=[CH:32][C:31](=[O:34])[N:30]([CH3:35])[N:29]=5)[CH2:24][CH2:23]4)[CH:16]([C:36]([OH:38])=O)[CH2:15]3)(=[O:13])=[O:12])=[CH:8][CH:9]=2)[NH:4][CH:3]=1.[NH:39]1[CH2:44][CH2:43][O:42][CH2:41][CH2:40]1.F[B-](F)(F)F.N1(OC(N(C)C)=[N+](C)C)C2C=CC=CC=2N=N1, predict the reaction product. The product is: [Cl:1][C:2]1[C:10]2[C:5](=[CH:6][C:7]([S:11]([N:14]3[CH2:19][C:18](=[O:20])[N:17]([CH2:21][CH:22]4[CH2:27][CH2:26][N:25]([C:28]5[CH:33]=[CH:32][C:31](=[O:34])[N:30]([CH3:35])[N:29]=5)[CH2:24][CH2:23]4)[CH:16]([C:36]([N:39]4[CH2:44][CH2:43][O:42][CH2:41][CH2:40]4)=[O:38])[CH2:15]3)(=[O:13])=[O:12])=[CH:8][CH:9]=2)[NH:4][CH:3]=1.